The task is: Predict the product of the given reaction.. This data is from Forward reaction prediction with 1.9M reactions from USPTO patents (1976-2016). (1) The product is: [C:17]([C:2]1[CH:3]=[C:4]([CH2:8][NH:9][C:10](=[O:16])[O:11][C:12]([CH3:15])([CH3:14])[CH3:13])[CH:5]=[N:6][CH:7]=1)#[N:18]. Given the reactants Br[C:2]1[CH:3]=[C:4]([CH2:8][NH:9][C:10](=[O:16])[O:11][C:12]([CH3:15])([CH3:14])[CH3:13])[CH:5]=[N:6][CH:7]=1.[CH3:17][N:18](C=O)C, predict the reaction product. (2) Given the reactants [CH3:1][C:2]([S@@:5]([NH2:7])=[O:6])([CH3:4])[CH3:3].[C:8]([C:11]1[C:12](=O)[NH:13][C:14]2[C:19]([CH:20]=1)=[CH:18][C:17]([Cl:21])=[CH:16][CH:15]=2)(=O)[CH3:9].[BH4-].[Na+].CO.CO.C(Cl)[Cl:30], predict the reaction product. The product is: [Cl:30][C:12]1[C:11]([C@@H:8]([NH:7][S@:5]([C:2]([CH3:4])([CH3:3])[CH3:1])=[O:6])[CH3:9])=[CH:20][C:19]2[C:14](=[CH:15][CH:16]=[C:17]([Cl:21])[CH:18]=2)[N:13]=1. (3) Given the reactants Br[C:2]1[C:7]2[O:8][C@@H:9]([CH2:12][O:13][S:14]([C:17]3[CH:22]=[CH:21][C:20]([CH3:23])=[CH:19][CH:18]=3)(=[O:16])=[O:15])[CH2:10][O:11][C:6]=2[CH:5]=[CH:4][CH:3]=1.[F:24][C:25]1[CH:30]=[CH:29][C:28](B(O)O)=[C:27]([O:34][CH:35]([CH3:37])[CH3:36])[CH:26]=1, predict the reaction product. The product is: [F:24][C:25]1[CH:30]=[CH:29][C:28]([C:2]2[C:7]3[O:8][C@@H:9]([CH2:12][O:13][S:14]([C:17]4[CH:18]=[CH:19][C:20]([CH3:23])=[CH:21][CH:22]=4)(=[O:15])=[O:16])[CH2:10][O:11][C:6]=3[CH:5]=[CH:4][CH:3]=2)=[C:27]([O:34][CH:35]([CH3:37])[CH3:36])[CH:26]=1. (4) Given the reactants [Cl:1][C:2]1[CH:7]=[CH:6][C:5]([C:8]2[CH:9]=[C:10]3[C:14](=[C:15]([C:17]([NH2:19])=[O:18])[CH:16]=2)[NH:13][CH:12]=[C:11]3[CH:20]2[CH2:25][CH2:24][NH:23][CH2:22][CH2:21]2)=[CH:4][CH:3]=1.[F:26][C:27]1[CH:32]=[CH:31][C:30]([S:33](Cl)(=[O:35])=[O:34])=[CH:29][CH:28]=1.C(N(CC)CC)C, predict the reaction product. The product is: [F:26][C:27]1[CH:32]=[CH:31][C:30]([S:33]([N:23]2[CH2:24][CH2:25][CH:20]([C:11]3[C:10]4[C:14](=[C:15]([C:17]([NH2:19])=[O:18])[CH:16]=[C:8]([C:5]5[CH:4]=[CH:3][C:2]([Cl:1])=[CH:7][CH:6]=5)[CH:9]=4)[NH:13][CH:12]=3)[CH2:21][CH2:22]2)(=[O:35])=[O:34])=[CH:29][CH:28]=1. (5) Given the reactants [CH2:1]([O:4][C:5]([C:7]1[N:8]=[C:9]([N:12]2[CH2:15][CH:14]([OH:16])[CH2:13]2)[S:10][CH:11]=1)=[O:6])[CH:2]=[CH2:3].[CH3:17][S:18](Cl)(=[O:20])=[O:19].C(N(CC)CC)C, predict the reaction product. The product is: [CH2:1]([O:4][C:5]([C:7]1[N:8]=[C:9]([N:12]2[CH2:13][CH:14]([O:16][S:18]([CH3:17])(=[O:20])=[O:19])[CH2:15]2)[S:10][CH:11]=1)=[O:6])[CH:2]=[CH2:3].